From a dataset of Reaction yield outcomes from USPTO patents with 853,638 reactions. Predict the reaction yield, written as a fraction of the theoretical maximum amount of product (1.0 means a 100% yield; for example, 0.34 means a 34% yield). (1) The reactants are [I:1][C:2]1[N:11]=[CH:10][C:9]2[CH2:8][CH2:7][C:6]3[C:12]([C:16]([O:18]CC)=[O:17])=[N:13][N:14]([CH3:15])[C:5]=3[C:4]=2[N:3]=1.[OH-].[K+:22]. The catalyst is C(O)C. The product is [I:1][C:2]1[N:11]=[CH:10][C:9]2[CH2:8][CH2:7][C:6]3[C:12]([C:16]([O-:18])=[O:17])=[N:13][N:14]([CH3:15])[C:5]=3[C:4]=2[N:3]=1.[K+:22]. The yield is 0.820. (2) The reactants are [NH:1]1[CH2:6][CH2:5][CH:4]([C:7]#[N:8])[CH2:3][CH2:2]1.O=[CH:10][CH2:11][NH:12][C:13](=[O:19])[O:14][C:15]([CH3:18])([CH3:17])[CH3:16].C(O[BH-](OC(=O)C)OC(=O)C)(=O)C.[Na+]. The catalyst is C(Cl)Cl. The product is [C:7]([CH:4]1[CH2:5][CH2:6][N:1]([CH2:10][CH2:11][NH:12][C:13](=[O:19])[O:14][C:15]([CH3:18])([CH3:17])[CH3:16])[CH2:2][CH2:3]1)#[N:8]. The yield is 0.910.